This data is from Catalyst prediction with 721,799 reactions and 888 catalyst types from USPTO. The task is: Predict which catalyst facilitates the given reaction. (1) Reactant: [Br:1][C:2]1[CH:3]=[C:4]([N:8]2[CH2:14][CH2:13][CH2:12][N:11]([C:15]([O:17][C:18]([CH3:21])([CH3:20])[CH3:19])=[O:16])[CH2:10][CH2:9]2)[CH:5]=[N:6][CH:7]=1.[Cl:22]N1C(C)(C)C(=O)N(Cl)C1=O. Product: [Br:1][C:2]1[CH:3]=[C:4]([N:8]2[CH2:14][CH2:13][CH2:12][N:11]([C:15]([O:17][C:18]([CH3:21])([CH3:20])[CH3:19])=[O:16])[CH2:10][CH2:9]2)[CH:5]=[N:6][C:7]=1[Cl:22]. The catalyst class is: 10. (2) Reactant: [CH3:1][N:2]1[C:6]([C:7]([NH:9][C:10]2[CH:15]=[C:14]([O:16][C:17]3[CH:18]=[N:19][C:20]([NH:23][S:24]([C:27]4[CH:32]=[CH:31][C:30]([CH3:33])=[CH:29][CH:28]=4)(=[O:26])=[O:25])=[CH:21][CH:22]=3)[CH:13]=[CH:12][C:11]=2[CH3:34])=[O:8])=[CH:5][C:4]([CH3:35])=[N:3]1.C(N(CC)C(C)C)(C)C.I[CH2:46][C:47]([NH2:49])=[O:48]. Product: [NH2:49][C:47](=[O:48])[CH2:46][N:19]1[C:20](=[N:23][S:24]([C:27]2[CH:32]=[CH:31][C:30]([CH3:33])=[CH:29][CH:28]=2)(=[O:25])=[O:26])[CH:21]=[CH:22][C:17]([O:16][C:14]2[CH:13]=[CH:12][C:11]([CH3:34])=[C:10]([NH:9][C:7]([C:6]3[N:2]([CH3:1])[N:3]=[C:4]([CH3:35])[CH:5]=3)=[O:8])[CH:15]=2)=[CH:18]1. The catalyst class is: 9. (3) Reactant: [F:1][C:2]1[CH:7]=[CH:6][CH:5]=[CH:4][C:3]=1[C@@H:8]1[NH:12][CH:11]([C:13]([OH:15])=[O:14])[CH2:10][S:9]1.CCN(C(C)C)C(C)C.Cl[C:26]([O:28][CH2:29][C:30]1[CH:35]=[CH:34][CH:33]=[CH:32][CH:31]=1)=[O:27]. Product: [CH2:29]([O:28][C:26]([N:12]1[CH:11]([C:13]([OH:15])=[O:14])[CH2:10][S:9][C@@H:8]1[C:3]1[CH:4]=[CH:5][CH:6]=[CH:7][C:2]=1[F:1])=[O:27])[C:30]1[CH:35]=[CH:34][CH:33]=[CH:32][CH:31]=1. The catalyst class is: 3. (4) Reactant: [OH:1][C:2]1[C:3](=[O:19])[CH:4]=[C:5]([CH2:8][NH:9][S:10]([C:13]2[CH:18]=[CH:17][CH:16]=[CH:15][CH:14]=2)(=[O:12])=[O:11])[O:6][CH:7]=1.[CH2:20]=[O:21].[OH-].[Na+]. Product: [OH:1][C:2]1[C:3](=[O:19])[CH:4]=[C:5]([CH2:8][NH:9][S:10]([C:13]2[CH:14]=[CH:15][CH:16]=[CH:17][CH:18]=2)(=[O:12])=[O:11])[O:6][C:7]=1[CH2:20][OH:21]. The catalyst class is: 12. (5) The catalyst class is: 334. Product: [CH2:1]([NH:4][CH2:19][CH2:18][CH2:17][CH2:16][CH2:12][C:13]([O:23][CH3:22])=[O:14])[CH2:2][CH3:3]. Reactant: [CH2:1]([NH2:4])[CH2:2][CH3:3].N1C=CC=CC=1.C[CH:12]([CH2:16][CH2:17][CH2:18][C:19](Cl)=O)[C:13](Cl)=[O:14].[C:22](=O)(O)[O-:23].[Na+]. (6) Reactant: Cl.[CH2:2]([N:4]([CH2:19][CH3:20])[C:5](=[O:18])[CH2:6][CH2:7][CH2:8][CH2:9][C@H:10]1[CH2:15][CH2:14][C@H:13]([NH:16][CH3:17])[CH2:12][CH2:11]1)[CH3:3].[F:21][C:22]([F:34])([F:33])[C:23]1[CH:28]=[CH:27][C:26]([S:29](Cl)(=[O:31])=[O:30])=[CH:25][CH:24]=1. Product: [CH2:19]([N:4]([CH2:2][CH3:3])[C:5](=[O:18])[CH2:6][CH2:7][CH2:8][CH2:9][C@H:10]1[CH2:11][CH2:12][C@H:13]([N:16]([CH3:17])[S:29]([C:26]2[CH:25]=[CH:24][C:23]([C:22]([F:21])([F:33])[F:34])=[CH:28][CH:27]=2)(=[O:31])=[O:30])[CH2:14][CH2:15]1)[CH3:20]. The catalyst class is: 64. (7) Reactant: Br[C:2]1[N:6]([CH3:7])[C:5]([C:8]2[N:12]3[N:13]=[C:14]([CH3:22])[CH:15]=[C:16]([CH:17]([CH2:20][CH3:21])[CH2:18][CH3:19])[C:11]3=[N:10][C:9]=2[CH3:23])=[CH:4][CH:3]=1.[Br-].[CH3:25][C:26]1[CH:30]=[CH:29][S:28][C:27]=1[Zn+].[NH4+].[Cl-]. Product: [CH2:18]([CH:17]([C:16]1[C:11]2[N:12]([C:8]([C:5]3[N:6]([CH3:7])[C:2]([C:27]4[S:28][CH:29]=[CH:30][C:26]=4[CH3:25])=[CH:3][CH:4]=3)=[C:9]([CH3:23])[N:10]=2)[N:13]=[C:14]([CH3:22])[CH:15]=1)[CH2:20][CH3:21])[CH3:19]. The catalyst class is: 1. (8) Reactant: [N:1]1([C:7]2[CH:12]=[CH:11][C:10]([C:13]([F:16])([F:15])[F:14])=[CH:9][C:8]=2[NH:17][C:18]([C:20]2[CH:21]=[C:22]3[C:27](=[CH:28][CH:29]=2)[C:26]([Cl:30])=[N:25][N:24]=[C:23]3Cl)=[O:19])[CH2:6][CH2:5][O:4][CH2:3][CH2:2]1.[OH-].[Na+].[O:34]1CCOCC1.Cl. Product: [N:1]1([C:7]2[CH:12]=[CH:11][C:10]([C:13]([F:16])([F:15])[F:14])=[CH:9][C:8]=2[NH:17][C:18]([C:20]2[CH:21]=[C:22]3[C:27](=[CH:28][CH:29]=2)[C:26]([Cl:30])=[N:25][NH:24][C:23]3=[O:34])=[O:19])[CH2:2][CH2:3][O:4][CH2:5][CH2:6]1. The catalyst class is: 6. (9) Reactant: P(Cl)(Cl)(Cl)(Cl)[Cl:2].C([O:9][C:10](=O)[NH:11][CH:12]([C:19]1[CH:24]=[CH:23][C:22]([C:25]#[N:26])=[CH:21][CH:20]=1)NC(=O)OCC)C. Product: [Cl:2][CH:12]([N:11]=[C:10]=[O:9])[C:19]1[CH:24]=[CH:23][C:22]([C:25]#[N:26])=[CH:21][CH:20]=1. The catalyst class is: 48.